Task: Regression. Given two drug SMILES strings and cell line genomic features, predict the synergy score measuring deviation from expected non-interaction effect.. Dataset: NCI-60 drug combinations with 297,098 pairs across 59 cell lines Drug 1: CC1=C2C(C(=O)C3(C(CC4C(C3C(C(C2(C)C)(CC1OC(=O)C(C(C5=CC=CC=C5)NC(=O)C6=CC=CC=C6)O)O)OC(=O)C7=CC=CC=C7)(CO4)OC(=O)C)O)C)OC(=O)C. Drug 2: C(CCl)NC(=O)N(CCCl)N=O. Cell line: MDA-MB-231. Synergy scores: CSS=29.9, Synergy_ZIP=-6.63, Synergy_Bliss=-8.60, Synergy_Loewe=-6.01, Synergy_HSA=-5.57.